This data is from Forward reaction prediction with 1.9M reactions from USPTO patents (1976-2016). The task is: Predict the product of the given reaction. Given the reactants Br[C:2]1[CH:7]=[CH:6][C:5]([N:8]2[C:16]3[C:11](=[CH:12][C:13]([O:17][CH3:18])=[CH:14][CH:15]=3)[CH:10]=[C:9]2[CH3:19])=[CH:4][CH:3]=1.I[C:21]1C=C[C:24]([N:27]2[C:35]3[C:30](=CC(OC)=CC=3)[CH:29]=[C:28]2C)=[CH:23][CH:22]=1.COC1C=C2C(=CC=1)NC(C)=C2.BrC1C=CC(I)=CC=1.[O-]P([O-])([O-])=O.[K+].[K+].[K+].CNCCNC, predict the reaction product. The product is: [CH3:18][O:17][C:13]1[CH:12]=[C:11]2[C:16](=[CH:15][CH:14]=1)[N:8]([C:5]1[CH:6]=[CH:7][C:2]([C:21]#[C:22][CH2:23][CH2:24][N:27]3[CH2:35][CH2:30][CH2:29][CH2:28]3)=[CH:3][CH:4]=1)[C:9]([CH3:19])=[CH:10]2.